From a dataset of Catalyst prediction with 721,799 reactions and 888 catalyst types from USPTO. Predict which catalyst facilitates the given reaction. (1) Reactant: Cl.Cl.[NH2:3][C:4]1[CH:36]=[CH:35][C:7]([O:8][C:9]2[CH:10]=[CH:11][C:12]3[N:16]=[C:15]([CH2:17][O:18][C:19]4[CH:32]=[CH:31][C:22]([CH2:23][CH:24]5[S:28][C:27](=[O:29])[NH:26][C:25]5=[O:30])=[CH:21][CH:20]=4)[N:14]([CH3:33])[C:13]=3[CH:34]=2)=[CH:6][CH:5]=1.[C:37]1([N:43]=[C:44]=[S:45])[CH:42]=[CH:41][CH:40]=[CH:39][CH:38]=1.C(N(CC)CC)C. Product: [O:29]=[C:27]1[NH:26][C:25](=[O:30])[CH:24]([CH2:23][C:22]2[CH:31]=[CH:32][C:19]([O:18][CH2:17][C:15]3[N:14]([CH3:33])[C:13]4[CH:34]=[C:9]([O:8][C:7]5[CH:35]=[CH:36][C:4]([NH:3][C:44]([NH:43][C:37]6[CH:42]=[CH:41][CH:40]=[CH:39][CH:38]=6)=[S:45])=[CH:5][CH:6]=5)[CH:10]=[CH:11][C:12]=4[N:16]=3)=[CH:20][CH:21]=2)[S:28]1. The catalyst class is: 9. (2) Reactant: FC(F)(F)C(O)=O.C([O:12][C:13](=[O:47])[CH:14]([C@H:30]1[CH2:35][CH2:34][C@H:33]([C:36]2[CH:41]=[CH:40][C:39]([O:42][CH2:43][CH3:44])=[C:38]([F:45])[C:37]=2[F:46])[CH2:32][CH2:31]1)[CH2:15][CH2:16][CH:17](O)[C@H:18]1[CH2:23][CH2:22][C@H:21]([CH2:24][CH2:25][CH2:26][CH2:27][CH3:28])[CH2:20][CH2:19]1)(C)(C)C. Product: [CH2:43]([O:42][C:39]1[CH:40]=[CH:41][C:36]([C@H:33]2[CH2:32][CH2:31][C@H:30]([CH:14]3[CH2:15][CH2:16][CH:17]([C@H:18]4[CH2:19][CH2:20][C@H:21]([CH2:24][CH2:25][CH2:26][CH2:27][CH3:28])[CH2:22][CH2:23]4)[O:12][C:13]3=[O:47])[CH2:35][CH2:34]2)=[C:37]([F:46])[C:38]=1[F:45])[CH3:44]. The catalyst class is: 4. (3) Reactant: C(O)(C(F)(F)F)=O.C(OC(=O)[NH:14][C:15]1[C:24]2[C:19](=[CH:20][CH:21]=[CH:22][CH:23]=2)[C:18]([O:25][C:26]2[CH:31]=[CH:30][N:29]=[C:28]([NH:32][C:33]3[CH:38]=[C:37]([C:39](=[O:49])[NH:40][CH2:41][CH2:42][N:43]4[CH2:48][CH2:47][O:46][CH2:45][CH2:44]4)[CH:36]=[C:35]([C:50]#[CH:51])[CH:34]=3)[N:27]=2)=[CH:17][CH:16]=1)(C)(C)C.O.C(=O)([O-])[O-].[K+].[K+]. Product: [NH2:14][C:15]1[C:24]2[C:19](=[CH:20][CH:21]=[CH:22][CH:23]=2)[C:18]([O:25][C:26]2[CH:31]=[CH:30][N:29]=[C:28]([NH:32][C:33]3[CH:38]=[C:37]([CH:36]=[C:35]([C:50]#[CH:51])[CH:34]=3)[C:39]([NH:40][CH2:41][CH2:42][N:43]3[CH2:48][CH2:47][O:46][CH2:45][CH2:44]3)=[O:49])[N:27]=2)=[CH:17][CH:16]=1. The catalyst class is: 2. (4) Reactant: [C:1]([NH:9][NH2:10])(=[O:8])[C:2]1[CH:7]=[CH:6][CH:5]=[CH:4][CH:3]=1.CN1CCCC1=O.[C:18](Cl)(=[O:25])[C:19]1[CH:24]=[CH:23][CH:22]=[CH:21][CH:20]=1. Product: [C:1]([N:9]([C:18](=[O:25])[C:19]1[CH:24]=[CH:23][CH:22]=[CH:21][CH:20]=1)[NH2:10])(=[O:8])[C:2]1[CH:7]=[CH:6][CH:5]=[CH:4][CH:3]=1. The catalyst class is: 6. (5) Reactant: [O:1]([CH2:19][CH2:20][C:21]1([CH2:27][CH2:28]O)[CH2:26][CH2:25][CH2:24][CH2:23][CH2:22]1)[Si:2]([C:15]([CH3:18])([CH3:17])[CH3:16])([C:9]1[CH:14]=[CH:13][CH:12]=[CH:11][CH:10]=1)[C:3]1[CH:8]=[CH:7][CH:6]=[CH:5][CH:4]=1.[C:30]1(=[O:40])[NH:34][C:33](=[O:35])[C:32]2=[CH:36][CH:37]=[CH:38][CH:39]=[C:31]12.C1(P(C2C=CC=CC=2)C2C=CC=CC=2)C=CC=CC=1.N(C(OCC)=O)=NC(OCC)=O. The catalyst class is: 7. Product: [O:1]([CH2:19][CH2:20][C:21]1([CH2:27][CH2:28][C:39]2[CH:38]=[CH:37][CH:36]=[C:32]3[C:33]([NH:34][C:30](=[O:40])[C:31]=23)=[O:35])[CH2:22][CH2:23][CH2:24][CH2:25][CH2:26]1)[Si:2]([C:15]([CH3:18])([CH3:17])[CH3:16])([C:9]1[CH:10]=[CH:11][CH:12]=[CH:13][CH:14]=1)[C:3]1[CH:8]=[CH:7][CH:6]=[CH:5][CH:4]=1.